This data is from Peptide-MHC class II binding affinity with 134,281 pairs from IEDB. The task is: Regression. Given a peptide amino acid sequence and an MHC pseudo amino acid sequence, predict their binding affinity value. This is MHC class II binding data. (1) The peptide sequence is ITDTTIGTGDDCISI. The MHC is HLA-DQA10104-DQB10503 with pseudo-sequence HLA-DQA10104-DQB10503. The binding affinity (normalized) is 0.426. (2) The peptide sequence is LTKFVSAALHNVKCK. The MHC is DRB1_0101 with pseudo-sequence DRB1_0101. The binding affinity (normalized) is 0.826.